Dataset: HIV replication inhibition screening data with 41,000+ compounds from the AIDS Antiviral Screen. Task: Binary Classification. Given a drug SMILES string, predict its activity (active/inactive) in a high-throughput screening assay against a specified biological target. (1) The molecule is CC1CC(C)S(=O)C(C)S1. The result is 0 (inactive). (2) The result is 0 (inactive). The drug is C=C(C1(O)CC2C(CCC2(OC)OC)C2c3ccccc3OC21)[Si](C)(C)C. (3) The drug is CC(=O)OC=C1CC2C3CCC4CC(C(C)=O)CCC4(C)C3CCC2(C)C1=O. The result is 0 (inactive). (4) The drug is COc1cc(C(=O)CC(CCC(=O)Nc2ccc(Cl)cc2Cl)=NNc2nnc(C)n2N)ccc1O. The result is 0 (inactive). (5) The molecule is CCCCCCCCCCCC(=O)c1c(O)c2ccccc2oc1=O. The result is 0 (inactive). (6) The result is 0 (inactive). The drug is O=c1c(CCO)c(C2CC2)n2n1CCCC2. (7) The drug is C=C(C)C1CCC2(C)CCC3(C)C(C)(CCC4C5(C)CCC(OC(=O)CCC(=O)O)C(C)(C)C5CCC43C)C12. The result is 1 (active). (8) The molecule is Clc1ccc2c(SCC3CO3)c3ccccc3nc2c1. The result is 0 (inactive). (9) The drug is O=Nc1ccc(N(CCO)CCO)cc1. The result is 0 (inactive). (10) The drug is ON1CCc2c([nH]c3ccccc23)C1c1ccccc1Br. The result is 0 (inactive).